This data is from hERG potassium channel inhibition data for cardiac toxicity prediction from Karim et al.. The task is: Regression/Classification. Given a drug SMILES string, predict its toxicity properties. Task type varies by dataset: regression for continuous values (e.g., LD50, hERG inhibition percentage) or binary classification for toxic/non-toxic outcomes (e.g., AMES mutagenicity, cardiotoxicity, hepatotoxicity). Dataset: herg_karim. (1) The molecule is CSc1ccc2c(c1)N(CCC1CCCCN1C)c1ccccc1S2. The result is 1 (blocker). (2) The drug is Cc1ccc(C2(O)CCN(C(C)C(O)c3ccc4c(c3)CCC(=O)N4)CC2)cc1. The result is 1 (blocker). (3) The compound is NC1Cn2c(nc3ncccc32)CC1c1cc(F)c(F)cc1F. The result is 0 (non-blocker). (4) The molecule is Cc1nc2ccccc2n1C1CC2CCC(C1)N2CCC1(c2cccc(F)c2)CCN(C(=O)C2(C(=O)O)CCC2)CC1. The result is 0 (non-blocker). (5) The drug is Cc1cccc(C)c1NC(=O)C1CCCC[N+]1CC1CC1. The result is 0 (non-blocker). (6) The compound is Cc1ccc2c(-c3nnc(SCCN4CCc5cc6nc(C(F)(F)F)oc6c(Br)c5CC4)n3C)cccc2n1. The result is 1 (blocker). (7) The drug is Oc1ccc(Oc2ccnc3cc(-c4cnn(C5CCNCC5)c4)ccc23)cc1. The result is 1 (blocker). (8) The molecule is Cc1nc2ncccc2cc1-c1ccc2cc(CCN3CCCC3C)ccc2n1. The result is 0 (non-blocker). (9) The molecule is O=C(CCc1ccccc1)NCCN(c1ccc(F)cc1)c1ccc(F)cc1. The result is 1 (blocker). (10) The compound is COc1cc2nc(N3CCN(C(=O)[C@@H]4CCCO4)CC3)nc(N)c2cc1OC. The result is 0 (non-blocker).